This data is from Reaction yield outcomes from USPTO patents with 853,638 reactions. The task is: Predict the reaction yield, written as a fraction of the theoretical maximum amount of product (1.0 means a 100% yield; for example, 0.34 means a 34% yield). (1) The reactants are Cl[C:2]1[CH:7]=[C:6]([CH3:8])[C:5]([C:9](=[O:11])[CH3:10])=[C:4]([CH3:12])[CH:3]=1.[O-]P([O-])([O-])=O.[K+].[K+].[K+].[C:21]1([OH:27])[CH:26]=[CH:25][CH:24]=[CH:23][CH:22]=1.C(P(C(C)(C)C)C1C=CC=CC=1C1C=CC=CC=1)(C)(C)C. The catalyst is C1(C)C=CC=CC=1.CC([O-])=O.CC([O-])=O.[Pd+2]. The product is [CH3:8][C:6]1[CH:7]=[C:2]([O:27][C:21]2[CH:26]=[CH:25][CH:24]=[CH:23][CH:22]=2)[CH:3]=[C:4]([CH3:12])[C:5]=1[C:9](=[O:11])[CH3:10]. The yield is 0.680. (2) The reactants are [N:1]1[NH:2][N:3]=[N:4][C:5]=1[CH:6]1[CH2:11][CH2:10][CH2:9][CH2:8][N:7]1[C:12]([O:14][C:15]([CH3:18])([CH3:17])[CH3:16])=[O:13].CC(C)([O-])C.[Na+].F[B-](F)(F)F.[Cl:30][C:31]1[CH:32]=[C:33]([I+][C:33]2[CH:34]=[CH:35][CH:36]=[C:31]([Cl:30])[CH:32]=2)[CH:34]=[CH:35][CH:36]=1. The catalyst is C(O)(C)(C)C.C1C=CC(/C=C/C(/C=C/C2C=CC=CC=2)=O)=CC=1.C1C=CC(/C=C/C(/C=C/C2C=CC=CC=2)=O)=CC=1.C1C=CC(/C=C/C(/C=C/C2C=CC=CC=2)=O)=CC=1.[Pd].[Pd].C1(C2CC2C([O-])=O)C=CC=CC=1.[Cu+2].C1(C2CC2C([O-])=O)C=CC=CC=1.C1C=CC(P(C2C(C3C(P(C4C=CC=CC=4)C4C=CC=CC=4)=CC=C4C=3C=CC=C4)=C3C(C=CC=C3)=CC=2)C2C=CC=CC=2)=CC=1. The product is [Cl:30][C:31]1[CH:36]=[C:35]([N:3]2[N:2]=[N:1][C:5]([CH:6]3[CH2:11][CH2:10][CH2:9][CH2:8][N:7]3[C:12]([O:14][C:15]([CH3:18])([CH3:17])[CH3:16])=[O:13])=[N:4]2)[CH:34]=[CH:33][CH:32]=1. The yield is 0.653. (3) The reactants are [F:1][C:2]1[CH:3]=[C:4]([OH:25])[CH:5]=[CH:6][C:7]=1[C:8]1[N:9]=[N:10][C:11]([O:14][CH:15]2[CH2:20][C:19]([CH3:22])([CH3:21])[NH:18][C:17]([CH3:24])([CH3:23])[CH2:16]2)=[CH:12][CH:13]=1.C1C=CC(N([S:33]([C:36]([F:39])([F:38])[F:37])(=[O:35])=[O:34])[S:33]([C:36]([F:39])([F:38])[F:37])(=[O:35])=[O:34])=CC=1.C([O-])([O-])=O.[K+].[K+]. The catalyst is C1COCC1. The product is [F:37][C:36]([F:39])([F:38])[S:33]([O:25][C:4]1[CH:5]=[CH:6][C:7]([C:8]2[N:9]=[N:10][C:11]([O:14][CH:15]3[CH2:16][C:17]([CH3:24])([CH3:23])[NH:18][C:19]([CH3:21])([CH3:22])[CH2:20]3)=[CH:12][CH:13]=2)=[C:2]([F:1])[CH:3]=1)(=[O:35])=[O:34]. The yield is 0.660. (4) The reactants are [NH2:1][C:2]1[CH:3]=[CH:4][C:5]([O:24][CH3:25])=[C:6]([CH:23]=1)[O:7][C:8]1[CH:9]=[CH:10][C:11]2[N:12]([CH:14]=[C:15]([NH:17][C:18]([CH:20]3[CH2:22][CH2:21]3)=[O:19])[N:16]=2)[N:13]=1.[C:26]([C:28]([C:31]1[CH:32]=[C:33]([CH:37]=[CH:38][CH:39]=1)[C:34](O)=[O:35])([CH3:30])[CH3:29])#[N:27].Cl.CN(C)CCCN=C=NCC.ON1C2C=CC=CC=2N=N1. The catalyst is CN(C)C=O. The product is [C:26]([C:28]([C:31]1[CH:32]=[C:33]([CH:37]=[CH:38][CH:39]=1)[C:34]([NH:1][C:2]1[CH:3]=[CH:4][C:5]([O:24][CH3:25])=[C:6]([O:7][C:8]2[CH:9]=[CH:10][C:11]3[N:12]([CH:14]=[C:15]([NH:17][C:18]([CH:20]4[CH2:21][CH2:22]4)=[O:19])[N:16]=3)[N:13]=2)[CH:23]=1)=[O:35])([CH3:30])[CH3:29])#[N:27]. The yield is 0.710. (5) The reactants are [Si]([O:8][CH2:9][C:10]([NH:29]S(C(C)(C)C)=O)([C:12]1[S:13][C:14]2[CH:20]=[C:19]([CH2:21][CH2:22][CH2:23][CH2:24][CH2:25][CH2:26][CH2:27][CH3:28])[CH:18]=[CH:17][C:15]=2[N:16]=1)[CH3:11])(C(C)(C)C)(C)C.Cl. The catalyst is CO. The product is [NH2:29][C:10]([C:12]1[S:13][C:14]2[CH:20]=[C:19]([CH2:21][CH2:22][CH2:23][CH2:24][CH2:25][CH2:26][CH2:27][CH3:28])[CH:18]=[CH:17][C:15]=2[N:16]=1)([CH3:11])[CH2:9][OH:8]. The yield is 0.260.